From a dataset of Forward reaction prediction with 1.9M reactions from USPTO patents (1976-2016). Predict the product of the given reaction. Given the reactants [CH2:1]([N:5]1[C:13]2[C:8](=[C:9]([C:18]#[N:19])[CH:10]=[C:11]([C:14]([O:16]C)=[O:15])[CH:12]=2)[CH:7]=[CH:6]1)[CH2:2][CH2:3][CH3:4].[OH-].[Na+].Cl, predict the reaction product. The product is: [CH2:1]([N:5]1[C:13]2[C:8](=[C:9]([C:18]#[N:19])[CH:10]=[C:11]([C:14]([OH:16])=[O:15])[CH:12]=2)[CH:7]=[CH:6]1)[CH2:2][CH2:3][CH3:4].